From a dataset of Catalyst prediction with 721,799 reactions and 888 catalyst types from USPTO. Predict which catalyst facilitates the given reaction. (1) Reactant: [F:1][C:2]([F:23])([F:22])[C:3]([C:5]1[C:14]2[O:13][CH2:12][CH2:11][N:10]([C:15]([O:17][C:18]([CH3:21])([CH3:20])[CH3:19])=[O:16])[CH2:9][C:8]=2[S:7][CH:6]=1)=[CH2:4]. Product: [F:23][C:2]([F:1])([F:22])[CH:3]([C:5]1[C:14]2[O:13][CH2:12][CH2:11][N:10]([C:15]([O:17][C:18]([CH3:20])([CH3:19])[CH3:21])=[O:16])[CH2:9][C:8]=2[S:7][CH:6]=1)[CH3:4]. The catalyst class is: 63. (2) Reactant: Cl.C(N=C=NCCCN(C)C)C.Cl.[CH3:14][O:15][C:16]1[N:21]=[CH:20][C:19]([N:22]2[CH2:27][CH2:26][CH:25]([C:28]([OH:30])=O)[CH2:24][CH2:23]2)=[CH:18][C:17]=1[CH3:31].[Cl:32][C:33]1[C:41]2[C:36](=[CH:37][C:38]([S:42]([N:45]3[CH2:50][CH2:49][NH:48][CH2:47][CH2:46]3)(=[O:44])=[O:43])=[CH:39][CH:40]=2)[NH:35][CH:34]=1. Product: [Cl:32][C:33]1[C:41]2[C:36](=[CH:37][C:38]([S:42]([N:45]3[CH2:50][CH2:49][N:48]([C:28]([CH:25]4[CH2:24][CH2:23][N:22]([C:19]5[CH:20]=[N:21][C:16]([O:15][CH3:14])=[C:17]([CH3:31])[CH:18]=5)[CH2:27][CH2:26]4)=[O:30])[CH2:47][CH2:46]3)(=[O:43])=[O:44])=[CH:39][CH:40]=2)[NH:35][CH:34]=1. The catalyst class is: 468. (3) Reactant: [Br:1][C:2]1[C:10]([CH2:11]Br)=[CH:9][C:5]2[O:6][CH2:7][O:8][C:4]=2[CH:3]=1.[CH3:13][C:14]1[NH:18][N:17]=[C:16]([C:19]([O:21][CH2:22][CH3:23])=[O:20])[C:15]=1[N+:24]([O-:26])=[O:25].C([O-])([O-])=O.[Cs+].[Cs+].C([O-])(O)=O.[Na+]. Product: [Br:1][C:2]1[C:10]([CH2:11][N:18]2[C:14]([CH3:13])=[C:15]([N+:24]([O-:26])=[O:25])[C:16]([C:19]([O:21][CH2:22][CH3:23])=[O:20])=[N:17]2)=[CH:9][C:5]2[O:6][CH2:7][O:8][C:4]=2[CH:3]=1. The catalyst class is: 144. (4) Reactant: [NH2:1][C:2]1[CH:7]=[C:6]([F:8])[CH:5]=[CH:4][C:3]=1[OH:9].N([O-])=O.[Na+]. Product: [CH3:7][C:2]1[CH:3]=[C:4]([CH3:5])[N:1]([C:2]2[CH:7]=[C:6]([F:8])[CH:5]=[CH:4][C:3]=2[OH:9])[N:1]=1. The catalyst class is: 223. (5) Reactant: [NH2:1][C:2]1[N:7]=[CH:6][N:5]=[C:4]2[N:8]([CH:20]3[CH2:25][CH2:24][N:23](C(OC(C)(C)C)=O)[CH2:22][CH2:21]3)[N:9]=[C:10]([C:11]3[CH:16]=[CH:15][C:14]([NH2:17])=[C:13]([O:18][CH3:19])[CH:12]=3)[C:3]=12.[O:33]1[C:37]2[CH:38]=[CH:39][CH:40]=[CH:41][C:36]=2[CH:35]=[C:34]1[CH:42]=O.[C:44]([O:47][BH-]([O:47][C:44](=[O:46])[CH3:45])[O:47][C:44](=[O:46])[CH3:45])(=[O:46])[CH3:45].[Na+].[C:58]([OH:61])(=[O:60])[CH3:59]. Product: [C:44]([OH:47])(=[O:46])[CH3:45].[C:58]([OH:61])(=[O:60])[CH3:59].[O:33]1[C:34]([CH2:42][NH:17][C:14]2[CH:15]=[CH:16][C:11]([C:10]3[C:3]4[C:4](=[N:5][CH:6]=[N:7][C:2]=4[NH2:1])[N:8]([CH:20]4[CH2:21][CH2:22][NH:23][CH2:24][CH2:25]4)[N:9]=3)=[CH:12][C:13]=2[O:18][CH3:19])=[CH:35][C:36]2[CH:41]=[CH:40][CH:39]=[CH:38][C:37]1=2. The catalyst class is: 26. (6) Reactant: [ClH:1].[CH2:2]([O:4][C:5]([C:7]1[C:36](=[O:37])[N:35]([CH:38]2[CH2:42][CH2:41][CH2:40][CH2:39]2)[C:10]2[N:11]=[C:12]([NH:15][C:16]3[CH:21]=[CH:20][C:19]([N:22]4[CH2:27][CH2:26][N:25](C(OC(C)(C)C)=O)[CH2:24][CH2:23]4)=[CH:18][N:17]=3)[N:13]=[CH:14][C:9]=2[C:8]=1[CH3:43])=[O:6])[CH3:3].C(OCC)C. Product: [ClH:1].[CH2:2]([O:4][C:5]([C:7]1[C:36](=[O:37])[N:35]([CH:38]2[CH2:42][CH2:41][CH2:40][CH2:39]2)[C:10]2[N:11]=[C:12]([NH:15][C:16]3[CH:21]=[CH:20][C:19]([N:22]4[CH2:23][CH2:24][NH:25][CH2:26][CH2:27]4)=[CH:18][N:17]=3)[N:13]=[CH:14][C:9]=2[C:8]=1[CH3:43])=[O:6])[CH3:3]. The catalyst class is: 497. (7) Reactant: C[O:2][C:3]([C:5]1[N:6]=[CH:7][N:8]([CH3:10])[CH:9]=1)=[CH2:4]. Product: [CH3:10][N:8]1[CH:9]=[C:5]([C:3](=[O:2])[CH3:4])[N:6]=[CH:7]1. The catalyst class is: 47. (8) Product: [Cl:24][C:23]1[C:22]2[C:17](=[CH:18][CH:19]=[CH:20][CH:21]=2)[N:16]=[CH:15][C:14]=1[NH:13][C:1](=[O:4])[CH2:2][CH3:3]. The catalyst class is: 4. Reactant: [C:1](Cl)(=[O:4])[CH2:2][CH3:3].C(N(CC)CC)C.[NH2:13][C:14]1[CH:15]=[N:16][C:17]2[C:22]([C:23]=1[Cl:24])=[CH:21][CH:20]=[CH:19][CH:18]=2.